This data is from NCI-60 drug combinations with 297,098 pairs across 59 cell lines. The task is: Regression. Given two drug SMILES strings and cell line genomic features, predict the synergy score measuring deviation from expected non-interaction effect. (1) Drug 1: C1=C(C(=O)NC(=O)N1)F. Drug 2: C1=CN(C=N1)CC(O)(P(=O)(O)O)P(=O)(O)O. Cell line: SF-295. Synergy scores: CSS=37.3, Synergy_ZIP=-2.44, Synergy_Bliss=-4.31, Synergy_Loewe=-3.46, Synergy_HSA=-2.56. (2) Drug 1: C1C(C(OC1N2C=C(C(=O)NC2=O)F)CO)O. Drug 2: C1=NC2=C(N=C(N=C2N1C3C(C(C(O3)CO)O)O)F)N. Cell line: SK-MEL-5. Synergy scores: CSS=22.6, Synergy_ZIP=-3.04, Synergy_Bliss=3.01, Synergy_Loewe=-57.0, Synergy_HSA=2.41. (3) Drug 1: CN1C2=C(C=C(C=C2)N(CCCl)CCCl)N=C1CCCC(=O)O.Cl. Drug 2: CC(C)NC(=O)C1=CC=C(C=C1)CNNC.Cl. Cell line: HCT-15. Synergy scores: CSS=2.81, Synergy_ZIP=-4.36, Synergy_Bliss=-8.38, Synergy_Loewe=-8.41, Synergy_HSA=-6.67. (4) Drug 1: C1=CN(C(=O)N=C1N)C2C(C(C(O2)CO)O)O.Cl. Drug 2: CC1=C2C(C(=O)C3(C(CC4C(C3C(C(C2(C)C)(CC1OC(=O)C(C(C5=CC=CC=C5)NC(=O)C6=CC=CC=C6)O)O)OC(=O)C7=CC=CC=C7)(CO4)OC(=O)C)O)C)OC(=O)C. Cell line: CAKI-1. Synergy scores: CSS=48.6, Synergy_ZIP=-4.57, Synergy_Bliss=-5.55, Synergy_Loewe=-9.01, Synergy_HSA=-1.77. (5) Drug 1: C1=C(C(=O)NC(=O)N1)F. Drug 2: COC1=C2C(=CC3=C1OC=C3)C=CC(=O)O2. Cell line: BT-549. Synergy scores: CSS=32.8, Synergy_ZIP=0.517, Synergy_Bliss=-4.23, Synergy_Loewe=-6.41, Synergy_HSA=-5.01.